This data is from Reaction yield outcomes from USPTO patents with 853,638 reactions. The task is: Predict the reaction yield, written as a fraction of the theoretical maximum amount of product (1.0 means a 100% yield; for example, 0.34 means a 34% yield). (1) The reactants are [CH2:1]([N:3]1[C:7]([C:8]2[CH:18]=[CH:17][C:11]3[O:12][CH2:13][C:14](=[O:16])[NH:15][C:10]=3[CH:9]=2)=[C:6](I)[C:5]([CH3:20])=[N:4]1)[CH3:2].[F:21][C:22]1[CH:27]=[CH:26][C:25](B(O)O)=[CH:24][CH:23]=1. The product is [CH2:1]([N:3]1[C:7]([C:8]2[CH:18]=[CH:17][C:11]3[O:12][CH2:13][C:14](=[O:16])[NH:15][C:10]=3[CH:9]=2)=[C:6]([C:25]2[CH:26]=[CH:27][C:22]([F:21])=[CH:23][CH:24]=2)[C:5]([CH3:20])=[N:4]1)[CH3:2]. No catalyst specified. The yield is 0.250. (2) The reactants are [F:1][C:2]1[C:10]([F:11])=[C:9]([CH3:12])[CH:8]=[CH:7][C:3]=1[C:4]([OH:6])=[O:5].C(OC(O[C:16]([CH3:19])([CH3:18])[CH3:17])=O)(O[C:16]([CH3:19])([CH3:18])[CH3:17])=O. The catalyst is CN(C1C=CN=CC=1)C.C(O)(C)(C)C. The product is [C:16]([O:5][C:4](=[O:6])[C:3]1[CH:7]=[CH:8][C:9]([CH3:12])=[C:10]([F:11])[C:2]=1[F:1])([CH3:19])([CH3:18])[CH3:17]. The yield is 0.650. (3) The reactants are C[C:2]1[CH:7]=[C:6]([N+:8]([O-:10])=[O:9])[CH:5]=C[C:3]=1[C:11]([F:14])([F:13])[F:12].[OH-].[Na+].[CH3:17][C:18]([OH:20])=[O:19]. The catalyst is OS(O)(=O)=O.O. The product is [N+:8]([C:6]1[CH:7]=[CH:2][C:3]([C:11]([F:12])([F:13])[F:14])=[C:17]([CH:5]=1)[C:18]([OH:20])=[O:19])([O-:10])=[O:9]. The yield is 0.450. (4) The reactants are [Cl:1][C:2]1[CH:3]=[C:4]([NH:9][C:10]([N:12]2[CH2:17][CH2:16][N:15]([CH2:18][C@@H:19]3[CH2:24][CH2:23][CH2:22][NH:21][CH2:20]3)[CH2:14][CH2:13]2)=[O:11])[CH:5]=[CH:6][C:7]=1[Cl:8].C(N(CC)CC)C.[S:32]1[CH:36]=[CH:35][CH:34]=[C:33]1[CH2:37][C:38](Cl)=[O:39]. The catalyst is O1CCCC1. The product is [Cl:1][C:2]1[CH:3]=[C:4]([NH:9][C:10]([N:12]2[CH2:17][CH2:16][N:15]([CH2:18][C@@H:19]3[CH2:24][CH2:23][CH2:22][N:21]([C:38](=[O:39])[CH2:37][C:33]4[S:32][CH:36]=[CH:35][CH:34]=4)[CH2:20]3)[CH2:14][CH2:13]2)=[O:11])[CH:5]=[CH:6][C:7]=1[Cl:8]. The yield is 0.750. (5) The reactants are [BH4-].[Li+].C[O:4][C:5](=O)[CH:6]([O:8][C:9]1[CH:14]=[CH:13][CH:12]=[CH:11][C:10]=1[CH:15]=[O:16])[CH3:7]. The catalyst is O1CCOCC1. The product is [OH:16][CH2:15][C:10]1[CH:11]=[CH:12][CH:13]=[CH:14][C:9]=1[O:8][CH:6]([CH3:7])[CH2:5][OH:4]. The yield is 0.750. (6) The reactants are [CH2:1]([C:5]1[N:6]=[C:7]([CH3:27])[NH:8][C:9](=[O:26])[C:10]=1[CH2:11][C:12]1[CH:17]=[CH:16][C:15]([C:18]2[C:19]([C:24]#[N:25])=[CH:20][CH:21]=[CH:22][CH:23]=2)=[CH:14][CH:13]=1)[CH2:2][CH2:3][CH3:4].[H-].[Na+].CN(C)C=O.Br[CH2:36][C:37]1[CH:42]=[CH:41][CH:40]=[CH:39][C:38]=1[Cl:43]. The catalyst is C(OCC)(=O)C. The product is [CH2:1]([C:5]1[N:6]=[C:7]([CH3:27])[N:8]([CH2:36][C:37]2[CH:42]=[CH:41][CH:40]=[CH:39][C:38]=2[Cl:43])[C:9](=[O:26])[C:10]=1[CH2:11][C:12]1[CH:17]=[CH:16][C:15]([C:18]2[C:19]([C:24]#[N:25])=[CH:20][CH:21]=[CH:22][CH:23]=2)=[CH:14][CH:13]=1)[CH2:2][CH2:3][CH3:4]. The yield is 0.450.